Dataset: Forward reaction prediction with 1.9M reactions from USPTO patents (1976-2016). Task: Predict the product of the given reaction. Given the reactants [O:1]1[CH2:4][CH:3]([CH2:5][CH2:6][OH:7])[CH2:2]1.C(N(CC)CC)C.[C:15]1([CH3:25])[CH:20]=[CH:19][C:18]([S:21](Cl)(=[O:23])=[O:22])=[CH:17][CH:16]=1, predict the reaction product. The product is: [CH3:25][C:15]1[CH:20]=[CH:19][C:18]([S:21]([O:7][CH2:6][CH2:5][CH:3]2[CH2:4][O:1][CH2:2]2)(=[O:23])=[O:22])=[CH:17][CH:16]=1.